This data is from Full USPTO retrosynthesis dataset with 1.9M reactions from patents (1976-2016). The task is: Predict the reactants needed to synthesize the given product. (1) Given the product [C:1]([C:3]1[CH:10]=[CH:9][C:6]([CH:7]([O:8][C:20](=[O:22])[CH2:19][C:16]2[CH:15]=[CH:14][C:13]([O:12][CH3:11])=[CH:18][CH:17]=2)[C:34](=[O:36])[NH:33][C:27]2[CH:28]=[CH:29][C:30]([O:31][CH3:32])=[C:25]([O:24][CH3:23])[CH:26]=2)=[CH:5][CH:4]=1)#[N:2], predict the reactants needed to synthesize it. The reactants are: [C:1]([C:3]1[CH:10]=[CH:9][C:6]([CH:7]=[O:8])=[CH:5][CH:4]=1)#[N:2].[CH3:11][O:12][C:13]1[CH:18]=[CH:17][C:16]([CH2:19][C:20]([OH:22])=O)=[CH:15][CH:14]=1.[CH3:23][O:24][C:25]1[CH:26]=[C:27]([N+:33]#[C-:34])[CH:28]=[CH:29][C:30]=1[O:31][CH3:32].C[OH:36]. (2) Given the product [CH2:19]([CH:26]1[CH2:31][CH2:30][N:29]([CH2:32][CH:33]([OH:48])[CH2:34][NH:35][C:36]([C:38]2[CH:47]=[CH:46][C:41]3[NH:42][C:43](=[O:45])[O:44][C:40]=3[CH:39]=2)=[S:37])[CH2:28][CH2:27]1)[C:20]1[CH:21]=[CH:22][CH:23]=[CH:24][CH:25]=1, predict the reactants needed to synthesize it. The reactants are: [F-].C([N+](CCCC)(CCCC)CCCC)CCC.[CH2:19]([CH:26]1[CH2:31][CH2:30][N:29]([CH2:32][CH:33]([O:48][Si](C(C)(C)C)(C)C)[CH2:34][NH:35][C:36]([C:38]2[CH:47]=[CH:46][C:41]3[NH:42][C:43](=[O:45])[O:44][C:40]=3[CH:39]=2)=[S:37])[CH2:28][CH2:27]1)[C:20]1[CH:25]=[CH:24][CH:23]=[CH:22][CH:21]=1. (3) Given the product [ClH:1].[CH3:33][C:2]1[N:11]=[C:10]([NH:12][C@H:13]([C:15]2[CH:20]=[CH:19][C:18]([NH:21][C:22](=[O:30])[C:23]3[CH:28]=[CH:27][C:26]([F:29])=[CH:25][CH:24]=3)=[CH:17][CH:16]=2)[CH3:14])[C:9]2[C:4](=[C:5]([CH3:31])[CH:6]=[CH:7][CH:8]=2)[N:3]=1, predict the reactants needed to synthesize it. The reactants are: [Cl:1][C:2]1[N:11]=[C:10]([NH:12][C@@H:13]([C:15]2[CH:20]=[CH:19][C:18]([NH:21][C:22](=[O:30])[C:23]3[CH:28]=[CH:27][C:26]([F:29])=[CH:25][CH:24]=3)=[CH:17][CH:16]=2)[CH3:14])[C:9]2[C:4](=[C:5]([CH3:31])[CH:6]=[CH:7][CH:8]=2)[N:3]=1.Cl.[CH3:33]N.